This data is from Reaction yield outcomes from USPTO patents with 853,638 reactions. The task is: Predict the reaction yield, written as a fraction of the theoretical maximum amount of product (1.0 means a 100% yield; for example, 0.34 means a 34% yield). (1) The product is [CH3:32][O:33][CH2:34][CH2:35][O:12][C:11](=[O:13])[C@H:10]([CH2:14][OH:15])[CH2:9][C@H:8]([NH:16][C:17]([C:19]1[NH:20][N:21]=[C:22]([Cl:24])[N:23]=1)=[O:18])[CH2:7][C:4]1[CH:5]=[CH:6][C:1]([C:25]2[CH:26]=[CH:27][CH:28]=[CH:29][CH:30]=2)=[CH:2][CH:3]=1. The yield is 0.950. The catalyst is O1CCOCC1. The reactants are [C:1]1([C:25]2[CH:30]=[CH:29][CH:28]=[CH:27][CH:26]=2)[CH:6]=[CH:5][C:4]([CH2:7][C@@H:8]([NH:16][C:17]([C:19]2[NH:20][N:21]=[C:22]([Cl:24])[N:23]=2)=[O:18])[CH2:9][C@@H:10]([CH2:14][OH:15])[C:11]([OH:13])=[O:12])=[CH:3][CH:2]=1.Cl.[CH3:32][O:33][CH2:34][CH2:35]O. (2) The reactants are [F:1][C:2]1[CH:7]=[CH:6][C:5]([C:8]2[CH:17]=[C:16]3[C:11]([CH:12]=[C:13]([S:18]([O-:20])=[O:19])[CH:14]=[N:15]3)=[CH:10][CH:9]=2)=[CH:4][CH:3]=1.[Na+].I[C:23]1[CH:28]=[CH:27][CH:26]=[CH:25][C:24]=1[C@@H:29]([OH:31])[CH3:30].N. The catalyst is [Cu]I.CS(C)=O. The product is [F:1][C:2]1[CH:3]=[CH:4][C:5]([C:8]2[CH:17]=[C:16]3[C:11]([CH:12]=[C:13]([S:18]([C:23]4[CH:28]=[CH:27][CH:26]=[CH:25][C:24]=4[C@@H:29]([OH:31])[CH3:30])(=[O:20])=[O:19])[CH:14]=[N:15]3)=[CH:10][CH:9]=2)=[CH:6][CH:7]=1. The yield is 0.410. (3) The reactants are [Br:1][C:2]1[CH:3]=[CH:4][C:5]([OH:8])=[N:6][CH:7]=1.Cl[CH2:10][CH2:11][O:12][CH3:13].C(=O)([O-])[O-].[K+].[K+]. The catalyst is CN(C)C=O.O. The product is [Br:1][C:2]1[CH:3]=[CH:4][C:5]([O:8][CH2:10][CH2:11][O:12][CH3:13])=[N:6][CH:7]=1. The yield is 0.430. (4) The reactants are [CH2:1]([N:8]=[C:9]=[O:10])[CH2:2][CH2:3][CH2:4][CH2:5][CH2:6][CH3:7].[CH3:11][NH:12][C:13]1[CH:14]=[C:15]([C:19]2[N:24]=[CH:23][C:22]([CH2:25][CH2:26][C:27]([O:29][CH2:30][CH3:31])=[O:28])=[CH:21][CH:20]=2)[CH:16]=[CH:17][CH:18]=1.O1CCCC1.C(N(CC)CC)C. The catalyst is O. The product is [CH2:1]([NH:8][C:9](=[O:10])[N:12]([C:13]1[CH:14]=[C:15]([C:19]2[N:24]=[CH:23][C:22]([CH2:25][CH2:26][C:27]([O:29][CH2:30][CH3:31])=[O:28])=[CH:21][CH:20]=2)[CH:16]=[CH:17][CH:18]=1)[CH3:11])[CH2:2][CH2:3][CH2:4][CH2:5][CH2:6][CH3:7]. The yield is 0.650. (5) The reactants are [NH2:1][C:2](=[O:14])[CH2:3][S:4][C:5]1[CH:10]=[CH:9][C:8](B(O)O)=[CH:7][CH:6]=1.Br[C:16]1[N:21]=[CH:20][C:19]([O:22][CH2:23][CH:24]2[CH2:29][CH2:28][N:27]([C:30]([O:32][CH:33]([CH3:35])[CH3:34])=[O:31])[CH2:26][CH2:25]2)=[CH:18][CH:17]=1.C([O-])([O-])=O.[Na+].[Na+]. The catalyst is Cl[Pd](Cl)([P](C1C=CC=CC=1)(C1C=CC=CC=1)C1C=CC=CC=1)[P](C1C=CC=CC=1)(C1C=CC=CC=1)C1C=CC=CC=1.COCCOC. The product is [NH2:1][C:2](=[O:14])[CH2:3][S:4][C:5]1[CH:10]=[CH:9][C:8]([C:16]2[N:21]=[CH:20][C:19]([O:22][CH2:23][CH:24]3[CH2:25][CH2:26][N:27]([C:30]([O:32][CH:33]([CH3:35])[CH3:34])=[O:31])[CH2:28][CH2:29]3)=[CH:18][CH:17]=2)=[CH:7][CH:6]=1. The yield is 0.750. (6) The reactants are [CH2:1]([C:5]1[N:6]=[C:7]([CH3:27])[NH:8][C:9](=[O:26])[C:10]=1[CH2:11][C:12]1[CH:17]=[CH:16][C:15]([C:18]2[C:19]([C:24]#[N:25])=[CH:20][CH:21]=[CH:22][CH:23]=2)=[CH:14][CH:13]=1)[CH2:2][CH2:3][CH3:4].N(C(N1CCCCC1)=O)=NC(N1CCCCC1)=O.C(P(CCCC)CCCC)CCC.[CH3:59][N:60]1[C:64]([CH3:65])=[CH:63][C:62]([CH2:66]O)=[N:61]1. The catalyst is C(OCC)(=O)C.O1CCCC1. The product is [CH2:1]([C:5]1[N:6]=[C:7]([CH3:27])[N:8]([CH2:66][C:62]2[CH:63]=[C:64]([CH3:65])[N:60]([CH3:59])[N:61]=2)[C:9](=[O:26])[C:10]=1[CH2:11][C:12]1[CH:17]=[CH:16][C:15]([C:18]2[C:19]([C:24]#[N:25])=[CH:20][CH:21]=[CH:22][CH:23]=2)=[CH:14][CH:13]=1)[CH2:2][CH2:3][CH3:4]. The yield is 0.610. (7) The reactants are Br[C:2]1[CH:3]=[C:4]2[N:10]([CH2:11][O:12][CH2:13][CH2:14][Si:15]([CH3:18])([CH3:17])[CH3:16])[C:9]([CH3:19])=[N:8][C:5]2=[N:6][CH:7]=1.[CH3:20][C:21]1([CH3:45])[CH2:30][CH2:29][C:28]2[N:27]=[CH:26][N:25]=[C:24]([N:31]3[CH2:37][C:36]4[CH:38]=[C:39](B(O)O)[CH:40]=[CH:41][C:35]=4[O:34][CH2:33][CH2:32]3)[C:23]=2[CH2:22]1.C(N(CC)C(C)C)(C)C.O. The catalyst is CN(C)C=O.C(OCC)(=O)C.C1C=CC(P(C2C=CC=CC=2)[C-]2C=CC=C2)=CC=1.C1C=CC(P(C2C=CC=CC=2)[C-]2C=CC=C2)=CC=1.Cl[Pd]Cl.[Fe+2]. The product is [CH3:20][C:21]1([CH3:45])[CH2:30][CH2:29][C:28]2[N:27]=[CH:26][N:25]=[C:24]([N:31]3[CH2:37][C:36]4[CH:38]=[C:39]([C:2]5[CH:3]=[C:4]6[N:10]([CH2:11][O:12][CH2:13][CH2:14][Si:15]([CH3:18])([CH3:17])[CH3:16])[C:9]([CH3:19])=[N:8][C:5]6=[N:6][CH:7]=5)[CH:40]=[CH:41][C:35]=4[O:34][CH2:33][CH2:32]3)[C:23]=2[CH2:22]1. The yield is 0.730. (8) The reactants are N[CH2:2][C:3]([N:5]1[CH2:9][C@H:8]([NH:10][C:11](=[O:18])[C:12]2[CH:17]=[CH:16][CH:15]=[CH:14][CH:13]=2)[CH2:7][C@H:6]1[C:19]([OH:21])=[O:20])=[O:4].[CH2:22]=O.[C:24]([BH3-])#[N:25].[Na+]. The yield is 0.310. The catalyst is CO. The product is [C:11]([NH:10][C@H:8]1[CH2:9][N:5]([C:3](=[O:4])[CH2:2][N:25]([CH3:24])[CH3:22])[C@H:6]([C:19]([OH:21])=[O:20])[CH2:7]1)(=[O:18])[C:12]1[CH:17]=[CH:16][CH:15]=[CH:14][CH:13]=1.